From a dataset of Reaction yield outcomes from USPTO patents with 853,638 reactions. Predict the reaction yield, written as a fraction of the theoretical maximum amount of product (1.0 means a 100% yield; for example, 0.34 means a 34% yield). (1) The yield is 0.680. The catalyst is C1C=CC(P(C2C=CC=CC=2)[C-]2C=CC=C2)=CC=1.C1C=CC(P(C2C=CC=CC=2)[C-]2C=CC=C2)=CC=1.Cl[Pd]Cl.[Fe+2]. The reactants are [CH2:1]([C:8]1[CH:13]=[CH:12][C:11](Br)=[C:10]([C:15]([F:18])([F:17])[F:16])[CH:9]=1)[C:2]1[CH:7]=[CH:6][CH:5]=[CH:4][CH:3]=1.[B:19]1([B:19]2[O:23][C:22]([CH3:25])([CH3:24])[C:21]([CH3:27])([CH3:26])[O:20]2)[O:23][C:22]([CH3:25])([CH3:24])[C:21]([CH3:27])([CH3:26])[O:20]1. The product is [CH2:1]([C:8]1[CH:13]=[CH:12][C:11]([B:19]2[O:23][C:22]([CH3:25])([CH3:24])[C:21]([CH3:27])([CH3:26])[O:20]2)=[C:10]([C:15]([F:18])([F:17])[F:16])[CH:9]=1)[C:2]1[CH:7]=[CH:6][CH:5]=[CH:4][CH:3]=1. (2) The reactants are O1C=CC(C2C3C(=NC=C(N)C=3)NC=2)=C1.C([N:35]1[CH:39]=[C:38]([C:40]2[C:48]3[C:43](=[N:44][CH:45]=[C:46]([NH:49]C(=O)OC(C)(C)C)[CH:47]=3)[NH:42][CH:41]=2)[CH:37]=[N:36]1)(C1C=CC=CC=1)(C1C=CC=CC=1)C1C=CC=CC=1. No catalyst specified. The product is [NH:35]1[CH:39]=[C:38]([C:40]2[C:48]3[C:43](=[N:44][CH:45]=[C:46]([NH2:49])[CH:47]=3)[NH:42][CH:41]=2)[CH:37]=[N:36]1. The yield is 0.110. (3) The reactants are [F:1][C:2]1[CH:7]=[CH:6][CH:5]=[C:4]([N+:8]([O-:10])=[O:9])[C:3]=1OS(C(F)(F)F)(=O)=O.[CH2:19]([NH2:22])[CH2:20][CH3:21]. The catalyst is CN1C(=O)CCC1.CCOCC. The product is [F:1][C:2]1[CH:7]=[CH:6][CH:5]=[C:4]([N+:8]([O-:10])=[O:9])[C:3]=1[NH:22][CH2:19][CH2:20][CH3:21]. The yield is 0.250. (4) The reactants are [N:1]1[CH:6]=[CH:5][CH:4]=[C:3]([C:7]2[N:12]=[CH:11][C:10]([C:13]([OH:15])=O)=[CH:9][N:8]=2)[CH:2]=1.[CH2:16]1[CH2:21][CH2:20][CH:19]([N:22]=C=[N:22][CH:19]2[CH2:20][CH2:21][CH2:16][CH2:17][CH2:18]2)[CH2:18][CH2:17]1.NC1C=CC=CC=1.C(O)C(N)(CO)CO. The catalyst is CN(C=O)C. The product is [C:19]1([NH:22][C:13]([C:10]2[CH:11]=[N:12][C:7]([C:3]3[CH:2]=[N:1][CH:6]=[CH:5][CH:4]=3)=[N:8][CH:9]=2)=[O:15])[CH:20]=[CH:21][CH:16]=[CH:17][CH:18]=1. The yield is 0.410. (5) The reactants are C([O:8][C:9]1[CH:14]=[CH:13][C:12]([CH:15]2[O:20][CH2:19][CH2:18][N:17]([CH2:21][CH2:22][CH3:23])[CH2:16]2)=[CH:11][CH:10]=1)C1C=CC=CC=1.C([O-])=O.[NH4+]. The catalyst is CO.[Pd]. The product is [CH2:21]([N:17]1[CH2:18][CH2:19][O:20][CH:15]([C:12]2[CH:11]=[CH:10][C:9]([OH:8])=[CH:14][CH:13]=2)[CH2:16]1)[CH2:22][CH3:23]. The yield is 0.710. (6) The reactants are [C:1]([CH:3](O)[C:4]1[CH:9]=[CH:8][C:7]([C:10]2[NH:11][C:12]3[CH:18]=[C:17]([Cl:19])[C:16]([Cl:20])=[CH:15][C:13]=3[N:14]=2)=[CH:6][CH:5]=1)#[N:2].S(Cl)([Cl:24])=O.O. The catalyst is O1CCCC1. The product is [Cl:24][CH:3]([C:1]#[N:2])[C:4]1[CH:9]=[CH:8][C:7]([C:10]2[NH:11][C:12]3[CH:18]=[C:17]([Cl:19])[C:16]([Cl:20])=[CH:15][C:13]=3[N:14]=2)=[CH:6][CH:5]=1. The yield is 0.250. (7) The product is [OH:15][C:12]1[N:11]([C:16]2[CH:17]=[CH:18][C:19]([CH2:22][N:23]3[CH2:24][CH2:25][O:26][CH2:27][CH2:28]3)=[CH:20][CH:21]=2)[C:10]([C:8]2[CH:9]=[C:4]([CH:1]([CH3:3])[CH3:2])[C:5]([OH:33])=[CH:6][C:7]=2[OH:29])=[N:14][N:13]=1. The reactants are [CH:1]([C:4]1[C:5]([O:33]CC=C)=[CH:6][C:7]([O:29]CC=C)=[C:8]([C:10]2[N:11]([C:16]3[CH:21]=[CH:20][C:19]([CH2:22][N:23]4[CH2:28][CH2:27][O:26][CH2:25][CH2:24]4)=[CH:18][CH:17]=3)[C:12]([OH:15])=[N:13][N:14]=2)[CH:9]=1)([CH3:3])[CH3:2].C(=O)([O-])[O-].[K+].[K+]. The catalyst is [Pd].C1(P(C2C=CC=CC=2)C2C=CC=CC=2)C=CC=CC=1.C1(P(C2C=CC=CC=2)C2C=CC=CC=2)C=CC=CC=1.C1(P(C2C=CC=CC=2)C2C=CC=CC=2)C=CC=CC=1.C1(P(C2C=CC=CC=2)C2C=CC=CC=2)C=CC=CC=1.CO. The yield is 0.140.